This data is from Full USPTO retrosynthesis dataset with 1.9M reactions from patents (1976-2016). The task is: Predict the reactants needed to synthesize the given product. Given the product [Br:25][C:22]1[CH:23]=[CH:24][C:19]([CH2:18][O:17][C:14]2[CH:15]=[CH:16][N:11]([CH2:10][C:9]([C:6]3[CH:7]=[CH:8][C:3]([CH2:2][N:30]([CH3:31])[CH3:29])=[CH:4][C:5]=3[CH3:28])=[O:27])[C:12](=[O:26])[CH:13]=2)=[N:20][CH:21]=1, predict the reactants needed to synthesize it. The reactants are: Br[CH2:2][C:3]1[CH:8]=[CH:7][C:6]([C:9](=[O:27])[CH2:10][N:11]2[CH:16]=[CH:15][C:14]([O:17][CH2:18][C:19]3[CH:24]=[CH:23][C:22]([Br:25])=[CH:21][N:20]=3)=[CH:13][C:12]2=[O:26])=[C:5]([CH3:28])[CH:4]=1.[CH3:29][NH:30][CH3:31].